Task: Predict the product of the given reaction.. Dataset: Forward reaction prediction with 1.9M reactions from USPTO patents (1976-2016) (1) Given the reactants [C:1]([C:4]1[CH:5]=[C:6]([CH:10]=[CH:11][CH:12]=1)[C:7]([OH:9])=O)(=[O:3])[CH3:2].[NH2:13][CH2:14][C:15]1[CH:16]=[C:17]([C:21]2[N:26]=[C:25]([CH2:27][N:28]3[CH2:33][CH2:32][N:31](C(OC(C)(C)C)=O)[C@@H:30]([CH3:41])[CH2:29]3)[CH:24]=[CH:23][CH:22]=2)[CH:18]=[CH:19][CH:20]=1.C(Cl)CCl.C1C=CC2N(O)N=NC=2C=1.C([O-])([O-])=O.[Na+].[Na+].C(O)(C(F)(F)F)=O, predict the reaction product. The product is: [C:1]([C:4]1[CH:5]=[C:6]([CH:10]=[CH:11][CH:12]=1)[C:7]([NH:13][CH2:14][C:15]1[CH:20]=[CH:19][CH:18]=[C:17]([C:21]2[CH:22]=[CH:23][CH:24]=[C:25]([CH2:27][N:28]3[CH2:33][CH2:32][NH:31][C@@H:30]([CH3:41])[CH2:29]3)[N:26]=2)[CH:16]=1)=[O:9])(=[O:3])[CH3:2]. (2) Given the reactants [CH:1](=[O:10])[C:2]1[CH:7]=[CH:6][C:5]([O:8][CH3:9])=[CH:4][CH:3]=1.[CH:11]([Mg]Br)=[CH2:12], predict the reaction product. The product is: [CH3:9][O:8][C:5]1[CH:6]=[CH:7][C:2]([CH:1]([OH:10])[CH:11]=[CH2:12])=[CH:3][CH:4]=1. (3) Given the reactants [O:1]1[CH2:6][CH2:5][N:4]([C:7]2[N:14]=[C:13]([C:15]3[CH:20]=[CH:19][CH:18]=[CH:17][CH:16]=3)[C:12]([C:21]3[CH:26]=[CH:25][C:24]([CH3:27])=[CH:23][CH:22]=3)=[CH:11][C:8]=2C#N)[CH2:3][CH2:2]1, predict the reaction product. The product is: [C:15]1([C:13]2[N:14]=[C:7]([N:4]3[CH2:5][CH2:6][O:1][CH2:2][CH2:3]3)[CH:8]=[CH:11][C:12]=2[C:21]2[CH:22]=[CH:23][C:24]([CH3:27])=[CH:25][CH:26]=2)[CH:20]=[CH:19][CH:18]=[CH:17][CH:16]=1. (4) Given the reactants [C:1]1([C:29]2[CH:34]=[CH:33][CH:32]=[CH:31][CH:30]=2)[CH:6]=[CH:5][C:4]([NH:7][C:8](=[O:28])[CH2:9][C:10]([N:12]2[CH2:17][CH2:16][CH:15]([O:18][C:19]3[CH:24]=[CH:23][CH:22]=[CH:21][C:20]=3[N+:25]([O-])=O)[CH2:14][CH2:13]2)=[O:11])=[CH:3][CH:2]=1, predict the reaction product. The product is: [NH2:25][C:20]1[CH:21]=[CH:22][CH:23]=[CH:24][C:19]=1[O:18][CH:15]1[CH2:16][CH2:17][N:12]([C:10](=[O:11])[CH2:9][C:8]([NH:7][C:4]2[CH:5]=[CH:6][C:1]([C:29]3[CH:30]=[CH:31][CH:32]=[CH:33][CH:34]=3)=[CH:2][CH:3]=2)=[O:28])[CH2:13][CH2:14]1. (5) Given the reactants [NH2:1][C:2]1[CH:17]=[CH:16][C:5]2[CH2:6][CH2:7][CH2:8][C:9](=[O:15])[N:10]([CH2:11][CH2:12][O:13][CH3:14])[C:4]=2[CH:3]=1.Cl[C:19]1[N:24]=[C:23]([NH:25][C:26]2[C:35]([F:36])=[CH:34][CH:33]=[CH:32][C:27]=2[C:28]([NH:30][CH3:31])=[O:29])[C:22]([Cl:37])=[CH:21][N:20]=1.C12(CS(O)(=O)=O)C(C)(C)C(CC1)CC2=O, predict the reaction product. The product is: [Cl:37][C:22]1[C:23]([NH:25][C:26]2[C:35]([F:36])=[CH:34][CH:33]=[CH:32][C:27]=2[C:28]([NH:30][CH3:31])=[O:29])=[N:24][C:19]([NH:1][C:2]2[CH:17]=[CH:16][C:5]3[CH2:6][CH2:7][CH2:8][C:9](=[O:15])[N:10]([CH2:11][CH2:12][O:13][CH3:14])[C:4]=3[CH:3]=2)=[N:20][CH:21]=1.